This data is from Forward reaction prediction with 1.9M reactions from USPTO patents (1976-2016). The task is: Predict the product of the given reaction. (1) Given the reactants [CH3:1][C:2]1[CH:7]=[C:6]([N:8]2[CH2:12][CH2:11][CH:10]([N:13]3[CH2:17][CH2:16][CH2:15][CH:14]3[CH3:18])[CH2:9]2)[CH:5]=[CH:4][C:3]=1[NH2:19].[N:20]1[C:21]([C:32](O)=[O:33])=[CH:22][N:23]2[C:27]3[CH:28]=[CH:29][CH:30]=[CH:31][C:26]=3[S:25][C:24]=12, predict the reaction product. The product is: [CH3:1][C:2]1[CH:7]=[C:6]([N:8]2[CH2:12][CH2:11][CH:10]([N:13]3[CH2:17][CH2:16][CH2:15][CH:14]3[CH3:18])[CH2:9]2)[CH:5]=[CH:4][C:3]=1[NH:19][C:32]([C:21]1[N:20]=[C:24]2[N:23]([CH:22]=1)[C:27]1[CH:28]=[CH:29][CH:30]=[CH:31][C:26]=1[S:25]2)=[O:33]. (2) Given the reactants [CH3:1][N:2]1[C:10]2[C:5](=[CH:6][CH:7]=[CH:8][CH:9]=2)[C:4](=[C:11](O)[C:12]2[CH:17]=[CH:16][CH:15]=[CH:14][CH:13]=2)[C:3]1=[O:19].P(Cl)(Cl)(Cl)(Cl)Cl.[NH2:26][C:27]1[CH:28]=[C:29]([CH:32]=[CH:33][CH:34]=1)[C:30]#[N:31], predict the reaction product. The product is: [CH3:1][N:2]1[C:10]2[C:5](=[CH:6][CH:7]=[CH:8][CH:9]=2)/[C:4](=[C:11](/[NH:26][C:27]2[CH:34]=[CH:33][CH:32]=[C:29]([C:30]#[N:31])[CH:28]=2)\[C:12]2[CH:17]=[CH:16][CH:15]=[CH:14][CH:13]=2)/[C:3]1=[O:19]. (3) Given the reactants [I:1]N1C(=O)CCC1=O.CN(C)C=O.[NH2:14][C:15]1[C:23]([O:24][CH3:25])=[C:22]([Br:26])[CH:21]=[C:20]([CH3:27])[C:16]=1[C:17]([OH:19])=[O:18].[OH-].[Na+], predict the reaction product. The product is: [NH2:14][C:15]1[C:23]([O:24][CH3:25])=[C:22]([Br:26])[C:21]([I:1])=[C:20]([CH3:27])[C:16]=1[C:17]([OH:19])=[O:18].